Dataset: HIV replication inhibition screening data with 41,000+ compounds from the AIDS Antiviral Screen. Task: Binary Classification. Given a drug SMILES string, predict its activity (active/inactive) in a high-throughput screening assay against a specified biological target. (1) The drug is Nc1ccc(S(=O)(=O)NN=Cc2ccc3c(c2)OCO3)cc1. The result is 0 (inactive). (2) The compound is CCCNC1=C(C(=O)OCC)C(=O)CO1. The result is 0 (inactive). (3) The compound is CC1=Nc2sc3c(c2C2=NCCN12)CCCC3. The result is 0 (inactive). (4) The result is 1 (active). The compound is CC1Cc2c(-c3cc(-c4cc(-c5c(O)cc(O)c6c5CC(C)NC6C)c5ccccc5c4O)c(O)c4ccccc34)c(O)cc(O)c2C(C)N1.O=C(O)C(F)(F)F. (5) The compound is CCN(CC)CCOC(=O)c1cc2ccccc2n1-c1ccccc1.Cl. The result is 0 (inactive). (6) The result is 0 (inactive). The drug is O=C(CCc1ccc(O)cc1)NCCCNC(=O)CCc1ccc(O)cc1.